Task: Predict which catalyst facilitates the given reaction.. Dataset: Catalyst prediction with 721,799 reactions and 888 catalyst types from USPTO (1) Reactant: [CH3:1][O:2][C:3](=[O:15])[CH:4]([NH2:14])[CH2:5][C:6]1[CH:7]=[N:8][C:9]([O:12][CH3:13])=[N:10][CH:11]=1.C(N(C(C)C)CC)(C)C.C1C(=O)N([O:32][C:33](ON2C(=O)CCC2=O)=[O:34])C(=O)C1.N1CCC(N2[CH2:58][C:57]3[C:52](=[CH:53][CH:54]=[CH:55][CH:56]=3)NC2=O)CC1. The catalyst class is: 2. Product: [CH3:1][O:2][C:3](=[O:15])[C:4]([NH:14][C:33]([O:34][CH2:58][C:57]1[CH:52]=[CH:53][CH:54]=[CH:55][CH:56]=1)=[O:32])=[CH:5][C:6]1[CH:7]=[N:8][C:9]([O:12][CH3:13])=[N:10][CH:11]=1. (2) Product: [CH3:1][C:2]1[O:6][C:5]([C:7]2[CH:8]=[CH:9][CH:10]=[CH:11][CH:12]=2)=[N:4][C:3]=1[CH2:13][CH2:14][C:15]1[CH:16]=[CH:17][C:18]([CH2:19][O:20][C:21]2[CH:26]=[CH:25][CH:24]=[CH:23][C:22]=2[CH2:27][C:28]([OH:30])=[O:29])=[CH:32][CH:33]=1. Reactant: [CH3:1][C:2]1[O:6][C:5]([C:7]2[CH:12]=[CH:11][CH:10]=[CH:9][CH:8]=2)=[N:4][C:3]=1[CH2:13][CH2:14][C:15]1[CH:33]=[CH:32][C:18]([CH2:19][O:20][C:21]2[CH:26]=[CH:25][CH:24]=[CH:23][C:22]=2[CH2:27][C:28]([O:30]C)=[O:29])=[CH:17][CH:16]=1.O1CCCC1.[OH-].[Na+].Cl. The catalyst class is: 97. (3) Reactant: Cl[C:2]1[CH:3]=[CH:4][C:5]2[O:14][CH2:13][CH2:12][C:11]3[CH:10]=[C:9]([C:15]4[N:16]([C:20]5[CH:25]=[CH:24][C:23]([F:26])=[CH:22][C:21]=5[F:27])[N:17]=[CH:18][N:19]=4)[S:8][C:7]=3[C:6]=2[N:28]=1.C[Si](C)(C)[O:31][CH2:32][CH:33]([NH2:35])[CH3:34].CC([O-])(C)C.[Na+].CC(C1C=C(C(C)C)C(C2C=CC=CC=2P(C2CCCCC2)C2CCCCC2)=C(C(C)C)C=1)C. Product: [F:27][C:21]1[CH:22]=[C:23]([F:26])[CH:24]=[CH:25][C:20]=1[N:16]1[C:15]([C:9]2[S:8][C:7]3[C:6]4[N:28]=[C:2]([NH:35][CH:33]([CH3:34])[CH2:32][OH:31])[CH:3]=[CH:4][C:5]=4[O:14][CH2:13][CH2:12][C:11]=3[CH:10]=2)=[N:19][CH:18]=[N:17]1. The catalyst class is: 231. (4) Reactant: Cl[C:2]1[N:7]=[C:6]([C:8]([OH:10])=[O:9])[CH:5]=[C:4]([CH3:11])[N:3]=1.[CH2:12]([NH2:15])[CH2:13][CH3:14]. Product: [CH3:11][C:4]1[N:3]=[C:2]([NH:15][CH2:12][CH2:13][CH3:14])[N:7]=[C:6]([C:8]([OH:10])=[O:9])[CH:5]=1. The catalyst class is: 12. (5) Reactant: [BH4-].[Na+].[CH3:3][O:4][C:5]1[CH:6]=[C:7](/[CH:17]=[CH:18]/[C:19]2[N:39]=[C:22]3[CH:23]([C:27]4[CH:32]=[CH:31][C:30]([C:33](=[O:38])[CH2:34][CH2:35][CH2:36][CH3:37])=[CH:29][CH:28]=4)[CH2:24][CH2:25][CH2:26][N:21]3[N:20]=2)[CH:8]=[CH:9][C:10]=1[N:11]1[CH:15]=[C:14]([CH3:16])[N:13]=[CH:12]1.C(OCC)(=O)C. Product: [CH3:3][O:4][C:5]1[CH:6]=[C:7](/[CH:17]=[CH:18]/[C:19]2[N:39]=[C:22]3[CH:23]([C:27]4[CH:28]=[CH:29][C:30]([CH:33]([OH:38])[CH2:34][CH2:35][CH2:36][CH3:37])=[CH:31][CH:32]=4)[CH2:24][CH2:25][CH2:26][N:21]3[N:20]=2)[CH:8]=[CH:9][C:10]=1[N:11]1[CH:15]=[C:14]([CH3:16])[N:13]=[CH:12]1. The catalyst class is: 430. (6) Reactant: [Cl:1][C:2]1[CH:3]=[C:4]([C:12]2[O:16][N:15]=[C:14]([C:17]3[CH:18]=[CH:19][CH:20]=[C:21]4[C:25]=3[N:24]([CH3:26])[CH:23]=[C:22]4/[CH:27]=[CH:28]\[C:29]([O:31]C)=[O:30])[N:13]=2)[CH:5]=[CH:6][C:7]=1[O:8][CH:9]([CH3:11])[CH3:10].[OH-].[Na+].Cl. Product: [Cl:1][C:2]1[CH:3]=[C:4]([C:12]2[O:16][N:15]=[C:14]([C:17]3[CH:18]=[CH:19][CH:20]=[C:21]4[C:25]=3[N:24]([CH3:26])[CH:23]=[C:22]4/[CH:27]=[CH:28]\[C:29]([OH:31])=[O:30])[N:13]=2)[CH:5]=[CH:6][C:7]=1[O:8][CH:9]([CH3:10])[CH3:11]. The catalyst class is: 1.